This data is from Full USPTO retrosynthesis dataset with 1.9M reactions from patents (1976-2016). The task is: Predict the reactants needed to synthesize the given product. Given the product [C:1]([O:5][C:6](=[O:29])[CH2:7][CH2:8][N:9]1[CH2:14][CH2:13][S:12](=[O:30])[CH:11]([C:15]2[CH:20]=[CH:19][C:18]([O:21][C:22]3[CH:27]=[CH:26][CH:25]=[CH:24][C:23]=3[Cl:28])=[CH:17][CH:16]=2)[CH2:10]1)([CH3:4])([CH3:2])[CH3:3], predict the reactants needed to synthesize it. The reactants are: [C:1]([O:5][C:6](=[O:29])[CH2:7][CH2:8][N:9]1[CH2:14][CH2:13][S:12][CH:11]([C:15]2[CH:20]=[CH:19][C:18]([O:21][C:22]3[CH:27]=[CH:26][CH:25]=[CH:24][C:23]=3[Cl:28])=[CH:17][CH:16]=2)[CH2:10]1)([CH3:4])([CH3:3])[CH3:2].[OH:30]OS([O-])=O.[K+].[NH4+].[OH-].